This data is from Reaction yield outcomes from USPTO patents with 853,638 reactions. The task is: Predict the reaction yield, written as a fraction of the theoretical maximum amount of product (1.0 means a 100% yield; for example, 0.34 means a 34% yield). (1) The reactants are [F:1][C:2]1[C:7]([CH3:8])=[C:6]([O:9]C2CCCCO2)[CH:5]=[CH:4][C:3]=1[C:16]1[CH:21]=[CH:20][N:19]([CH2:22][CH2:23][C@@:24]([CH3:39])([S:35]([CH3:38])(=[O:37])=[O:36])[C:25]([NH:27][O:28]C2CCCCO2)=[O:26])[C:18](=[O:40])[CH:17]=1.Cl.O. The catalyst is O1CCOCC1.CO. The product is [F:1][C:2]1[C:7]([CH3:8])=[C:6]([OH:9])[CH:5]=[CH:4][C:3]=1[C:16]1[CH:21]=[CH:20][N:19]([CH2:22][CH2:23][C@@:24]([CH3:39])([S:35]([CH3:38])(=[O:36])=[O:37])[C:25]([NH:27][OH:28])=[O:26])[C:18](=[O:40])[CH:17]=1. The yield is 0.0600. (2) The yield is 0.970. The reactants are [Br:1][C:2]1[CH:7]=[CH:6][CH:5]=[CH:4][C:3]=1[CH2:8][OH:9].[H-].[Na+].[CH3:12]I. The product is [Br:1][C:2]1[CH:7]=[CH:6][CH:5]=[CH:4][C:3]=1[CH2:8][O:9][CH3:12]. The catalyst is CN(C)C=O. (3) The reactants are [CH3:1][C:2]([CH3:14])([CH3:13])[CH2:3][NH:4][C:5]1[N:6]([CH3:12])[N:7]=[C:8]([CH3:11])[C:9]=1[NH2:10].C[C:16]1[CH:21]=[CH:20][CH:19]=[CH:18][C:17]=1P([C:16]1[CH:21]=[CH:20][CH:19]=[CH:18][C:17]=1C)[C:16]1[CH:21]=[CH:20][CH:19]=[CH:18][C:17]=1C.CC([O-])(C)C.[Na+].BrC1C=CC=CC=1. The catalyst is C1C=CC(/C=C/C(/C=C/C2C=CC=CC=2)=O)=CC=1.C1C=CC(/C=C/C(/C=C/C2C=CC=CC=2)=O)=CC=1.C1C=CC(/C=C/C(/C=C/C2C=CC=CC=2)=O)=CC=1.[Pd].[Pd].C1(C)C=CC=CC=1. The product is [CH3:1][C:2]([CH3:14])([CH3:13])[CH2:3][NH:4][C:5]1[N:6]([CH3:12])[N:7]=[C:8]([CH3:11])[C:9]=1[NH:10][C:16]1[CH:21]=[CH:20][CH:19]=[CH:18][CH:17]=1. The yield is 0.580. (4) The reactants are COCCOCOC1C=CC=CC=1N1CCNCC1.C(=O)([O-])[O-].[K+].[K+].Cl[CH2:27][C:28]([NH:30][C:31]1[CH:36]=[CH:35][CH:34]=[CH:33][N:32]=1)=[O:29]. The catalyst is CN(C=O)C.[I-].[Na+]. The product is [N:32]1[CH:33]=[CH:34][CH:35]=[CH:36][C:31]=1[NH:30][C:28](=[O:29])[CH3:27]. The yield is 0.760. (5) The reactants are [CH:1]1([CH2:4][O:5][C:6]2[N:11]=[C:10]([C:12]([NH:14][C:15]3([CH2:19][C:20]([O:22]C)=[O:21])[CH2:18][S:17][CH2:16]3)=[O:13])[CH:9]=[CH:8][C:7]=2[C:24]2([F:28])[CH2:27][O:26][CH2:25]2)[CH2:3][CH2:2]1.O.[OH-].[Li+]. No catalyst specified. The product is [CH:1]1([CH2:4][O:5][C:6]2[N:11]=[C:10]([C:12]([NH:14][C:15]3([CH2:19][C:20]([OH:22])=[O:21])[CH2:18][S:17][CH2:16]3)=[O:13])[CH:9]=[CH:8][C:7]=2[C:24]2([F:28])[CH2:25][O:26][CH2:27]2)[CH2:3][CH2:2]1. The yield is 0.870.